From a dataset of Catalyst prediction with 721,799 reactions and 888 catalyst types from USPTO. Predict which catalyst facilitates the given reaction. Reactant: O1CCCCC2C=CC=C(N3CCN(CCCCN)CC3)C1=2.BrC1C=CC=C(Br)C=1O.[OH-].[Na+].BrCCCCBr.Br[C:41]1[CH:52]=[CH:51][CH:50]=[C:49]([Br:53])[C:42]=1[O:43][CH2:44][CH2:45][CH2:46][CH2:47]Br.C([Li])CCC.CCCCCC. Product: [Br:53][C:49]1[C:42]2[O:43][CH2:44][CH2:45][CH2:46][CH2:47][C:41]=2[CH:52]=[CH:51][CH:50]=1. The catalyst class is: 134.